From a dataset of Reaction yield outcomes from USPTO patents with 853,638 reactions. Predict the reaction yield, written as a fraction of the theoretical maximum amount of product (1.0 means a 100% yield; for example, 0.34 means a 34% yield). (1) The reactants are [F:1][C:2]1[C:7]2[N:8]=[N:9][S:10][C:6]=2[CH:5]=[C:4]([C:11]([NH:13][O:14][CH2:15][CH2:16][O:17]C=C)=[O:12])[C:3]=1[NH:20][C:21]1[CH:26]=[CH:25][C:24]([I:27])=[CH:23][C:22]=1[F:28].Cl.C([O-])(O)=O.[Na+]. The catalyst is C(Cl)Cl. The product is [F:1][C:2]1[C:7]2[N:8]=[N:9][S:10][C:6]=2[CH:5]=[C:4]([C:11]([NH:13][O:14][CH2:15][CH2:16][OH:17])=[O:12])[C:3]=1[NH:20][C:21]1[CH:26]=[CH:25][C:24]([I:27])=[CH:23][C:22]=1[F:28]. The yield is 0.880. (2) The reactants are I[C:2]1[C:7]([O:8][CH2:9][CH2:10][OH:11])=[CH:6][CH:5]=[C:4]([CH3:12])[N:3]=1.[H-].[Na+]. The catalyst is CN(C=O)C.[O-]S([O-])(=O)=O.[Cu+2]. The product is [CH3:12][C:4]1[N:3]=[C:2]2[O:11][CH2:10][CH2:9][O:8][C:7]2=[CH:6][CH:5]=1. The yield is 0.160. (3) The reactants are [CH2:1]([O:8][C:9]1[CH:14]=[CH:13][C:12]([F:15])=[CH:11][C:10]=1[F:16])[C:2]1[CH:7]=[CH:6][CH:5]=[CH:4][CH:3]=1.[C:17](=O)=[O:18].CC(C)=O.C([Li])CCC.CN(C)C=O. The catalyst is O1CCCC1.O. The product is [CH2:1]([O:8][C:9]1[C:10]([F:16])=[C:11]([C:12]([F:15])=[CH:13][CH:14]=1)[CH:17]=[O:18])[C:2]1[CH:3]=[CH:4][CH:5]=[CH:6][CH:7]=1. The yield is 0.740.